This data is from Full USPTO retrosynthesis dataset with 1.9M reactions from patents (1976-2016). The task is: Predict the reactants needed to synthesize the given product. (1) Given the product [Cl:22][C:23]1[S:27][C:26]([S:28]([NH:31][C:32]([N:5]2[CH2:6][C@@H:1]3[CH2:7][C@H:4]2[CH2:3][N:2]3[C:8]2[C:18]([C:19]#[N:20])=[CH:17][C:11]([C:12]([O:14][CH2:15][CH3:16])=[O:13])=[C:10]([CH3:21])[N:9]=2)=[O:33])(=[O:30])=[O:29])=[CH:25][CH:24]=1, predict the reactants needed to synthesize it. The reactants are: [C@H:1]12[CH2:7][C@H:4]([NH:5][CH2:6]1)[CH2:3][N:2]2[C:8]1[C:18]([C:19]#[N:20])=[CH:17][C:11]([C:12]([O:14][CH2:15][CH3:16])=[O:13])=[C:10]([CH3:21])[N:9]=1.[Cl:22][C:23]1[S:27][C:26]([S:28]([NH:31][C:32](=O)[O:33]CC(Cl)(Cl)Cl)(=[O:30])=[O:29])=[CH:25][CH:24]=1.CCN(C(C)C)C(C)C. (2) Given the product [Cl:1][C:2]1[CH:18]=[CH:17][C:16]([Cl:19])=[CH:15][C:3]=1[O:4][C:5]1[N:13]=[CH:12][C:11]([F:14])=[CH:10][C:6]=1[C:7]([N:53]([C:54]1[C:55]([O:60][CH3:61])=[N:56][CH:57]=[CH:58][CH:59]=1)[CH3:20])=[O:9], predict the reactants needed to synthesize it. The reactants are: [Cl:1][C:2]1[CH:18]=[CH:17][C:16]([Cl:19])=[CH:15][C:3]=1[O:4][C:5]1[N:13]=[CH:12][C:11]([F:14])=[CH:10][C:6]=1[C:7]([OH:9])=O.[CH2:20](N(C(C)C)C(C)C)C.CN(C(ON1N=NC2C=CC=NC1=2)=[N+](C)C)C.F[P-](F)(F)(F)(F)F.[NH2:53][C:54]1[C:55]([O:60][CH3:61])=[N:56][CH:57]=[CH:58][CH:59]=1.[H-].[Na+].IC. (3) Given the product [Cl:25][C:22]1[CH:23]=[CH:24][C:19]([NH:18][C:17]2[C:16](=[O:37])[C:15](=[O:38])[C:14]=2[NH:42][C:41]2[C:40]([F:39])=[CH:46][CH:45]=[CH:44][C:43]=2[F:47])=[C:20]([OH:36])[C:21]=1[S:26]([N:29]1[CH2:34][CH2:33][N:32]([CH3:35])[CH2:31][CH2:30]1)(=[O:28])=[O:27], predict the reactants needed to synthesize it. The reactants are: C1(C2C=CC=CC=2)C=CC=CC=1.Cl[C:14]1[C:15](=[O:38])[C:16](=[O:37])[C:17]=1[NH:18][C:19]1[CH:24]=[CH:23][C:22]([Cl:25])=[C:21]([S:26]([N:29]2[CH2:34][CH2:33][N:32]([CH3:35])[CH2:31][CH2:30]2)(=[O:28])=[O:27])[C:20]=1[OH:36].[F:39][C:40]1[CH:46]=[CH:45][CH:44]=[C:43]([F:47])[C:41]=1[NH2:42]. (4) Given the product [ClH:25].[ClH:25].[CH3:17][C@H:16]1[C:9]2[C:8]([N:7]3[CH2:6][CH2:5][NH:4][CH2:3][C@@H:2]3[CH3:1])=[N:13][CH:12]=[N:11][C:10]=2[CH2:14][CH2:15]1, predict the reactants needed to synthesize it. The reactants are: [CH3:1][C@@H:2]1[N:7]([C:8]2[C:9]3[C@H:16]([CH3:17])[CH2:15][CH2:14][C:10]=3[N:11]=[CH:12][N:13]=2)[CH2:6][CH2:5][N:4](C(OC(C)(C)C)=O)[CH2:3]1.[ClH:25]. (5) The reactants are: [CH3:1][C:2]1[CH:7]=[CH:6][C:5]([C:8](=[O:11])[CH2:9][CH3:10])=[CH:4][C:3]=1[N+:12]([O-:14])=[O:13].[Br:15]Br. Given the product [Br:15][CH:9]([CH3:10])[C:8]([C:5]1[CH:6]=[CH:7][C:2]([CH3:1])=[C:3]([N+:12]([O-:14])=[O:13])[CH:4]=1)=[O:11], predict the reactants needed to synthesize it.